Dataset: Catalyst prediction with 721,799 reactions and 888 catalyst types from USPTO. Task: Predict which catalyst facilitates the given reaction. (1) Reactant: Br[CH2:2][C:3](Cl)=[O:4].C1(C)C=CC=CC=1.[OH-].[Na+].[NH2:15][C@@H:16]([CH2:19][O:20][CH2:21][C:22]1[CH:27]=[CH:26][CH:25]=[CH:24][CH:23]=1)[CH2:17][OH:18]. Product: [CH2:21]([O:20][CH2:19][C@@H:16]1[NH:15][C:3](=[O:4])[CH2:2][O:18][CH2:17]1)[C:22]1[CH:27]=[CH:26][CH:25]=[CH:24][CH:23]=1. The catalyst class is: 1. (2) Reactant: [F:1][C:2]1[CH:7]=[CH:6][C:5]([C:8](=O)[CH2:9][C:10](=O)[CH3:11])=[CH:4][CH:3]=1.FC(F)(F)C(O)=O.[F:21][C:22]1[C:27]([CH2:28][NH:29][NH2:30])=[CH:26][CH:25]=[CH:24][N:23]=1.C(N(CC)CC)C.FC(F)(F)C(O)=O. Product: [F:21][C:22]1[C:27]([CH2:28][N:29]2[C:8]([C:5]3[CH:6]=[CH:7][C:2]([F:1])=[CH:3][CH:4]=3)=[CH:9][C:10]([CH3:11])=[N:30]2)=[CH:26][CH:25]=[CH:24][N:23]=1. The catalyst class is: 41. (3) Reactant: F[C:2]1[CH:7]=[CH:6][C:5]([C:8]2[CH:12]=[CH:11][O:10][CH:9]=2)=[CH:4][C:3]=1[N+:13]([O-:15])=[O:14].[NH2:16][C:17]1[CH:18]=[C:19]([CH:25]=[CH:26][CH:27]=1)[C:20]([O:22][CH2:23][CH3:24])=[O:21].C(N(CC)CC)C. Product: [O:10]1[CH:11]=[CH:12][C:8]([C:5]2[CH:6]=[CH:7][C:2]([NH:16][C:17]3[CH:18]=[C:19]([CH:25]=[CH:26][CH:27]=3)[C:20]([O:22][CH2:23][CH3:24])=[O:21])=[C:3]([N+:13]([O-:15])=[O:14])[CH:4]=2)=[CH:9]1. The catalyst class is: 37.